From a dataset of Peptide-MHC class I binding affinity with 185,985 pairs from IEDB/IMGT. Regression. Given a peptide amino acid sequence and an MHC pseudo amino acid sequence, predict their binding affinity value. This is MHC class I binding data. (1) The peptide sequence is SAVFKDSFL. The MHC is HLA-A02:06 with pseudo-sequence HLA-A02:06. The binding affinity (normalized) is 0.349. (2) The peptide sequence is TMRTPLFPW. The MHC is HLA-B57:01 with pseudo-sequence HLA-B57:01. The binding affinity (normalized) is 0.583. (3) The peptide sequence is RPQLWRYRW. The MHC is HLA-A02:01 with pseudo-sequence HLA-A02:01. The binding affinity (normalized) is 0.0847. (4) The peptide sequence is IRQAGVQY. The MHC is HLA-A02:06 with pseudo-sequence HLA-A02:06. The binding affinity (normalized) is 0. (5) The peptide sequence is THEANTMAM. The MHC is HLA-B18:01 with pseudo-sequence HLA-B18:01. The binding affinity (normalized) is 0.335. (6) The peptide sequence is MEITAEWLW. The MHC is HLA-B44:02 with pseudo-sequence HLA-B44:02. The binding affinity (normalized) is 0.858.